Dataset: Orexin1 receptor HTS with 218,158 compounds and 233 confirmed actives. Task: Binary Classification. Given a drug SMILES string, predict its activity (active/inactive) in a high-throughput screening assay against a specified biological target. The molecule is S1\C(C(=O)N(c2ccc(OCC)cc2)C1=O)=C/c1n(ccc1)C. The result is 0 (inactive).